This data is from Peptide-MHC class I binding affinity with 185,985 pairs from IEDB/IMGT. The task is: Regression. Given a peptide amino acid sequence and an MHC pseudo amino acid sequence, predict their binding affinity value. This is MHC class I binding data. (1) The peptide sequence is FMLIFNVKSK. The MHC is HLA-A31:01 with pseudo-sequence HLA-A31:01. The binding affinity (normalized) is 0.195. (2) The peptide sequence is LELRSRYWA. The MHC is HLA-B45:01 with pseudo-sequence HLA-B45:01. The binding affinity (normalized) is 0.431. (3) The peptide sequence is MTFPVSLEY. The MHC is HLA-B08:02 with pseudo-sequence HLA-B08:02. The binding affinity (normalized) is 0.0847. (4) The peptide sequence is FIILSTGKY. The MHC is HLA-B15:17 with pseudo-sequence HLA-B15:17. The binding affinity (normalized) is 0.605. (5) The peptide sequence is MNRRKRSVT. The MHC is HLA-B08:01 with pseudo-sequence HLA-B08:01. The binding affinity (normalized) is 0.682. (6) The peptide sequence is LYEKVKSQL. The MHC is H-2-Kd with pseudo-sequence H-2-Kd. The binding affinity (normalized) is 0.926. (7) The peptide sequence is SQDNQWSY. The MHC is Mamu-B52 with pseudo-sequence Mamu-B52. The binding affinity (normalized) is 0.100. (8) The peptide sequence is QLLPFMSDM. The MHC is H-2-Kb with pseudo-sequence H-2-Kb. The binding affinity (normalized) is 0.566.